Dataset: Peptide-MHC class I binding affinity with 185,985 pairs from IEDB/IMGT. Task: Regression. Given a peptide amino acid sequence and an MHC pseudo amino acid sequence, predict their binding affinity value. This is MHC class I binding data. (1) The peptide sequence is VLIRRCHYL. The MHC is HLA-B51:01 with pseudo-sequence HLA-B51:01. The binding affinity (normalized) is 0.0847. (2) The peptide sequence is AMWDWSKSV. The MHC is HLA-A02:19 with pseudo-sequence HLA-A02:19. The binding affinity (normalized) is 0.936. (3) The peptide sequence is SSCSSCPLSKI. The MHC is HLA-A33:01 with pseudo-sequence HLA-A33:01. The binding affinity (normalized) is 0. (4) The peptide sequence is WHLGQGVSI. The MHC is Mamu-A07 with pseudo-sequence Mamu-A07. The binding affinity (normalized) is 0.0452. (5) The peptide sequence is YHSNVKEL. The MHC is HLA-A02:01 with pseudo-sequence HLA-A02:01. The binding affinity (normalized) is 0. (6) The peptide sequence is ITNGYLISI. The MHC is HLA-A02:01 with pseudo-sequence HLA-A02:01. The binding affinity (normalized) is 0.631. (7) The binding affinity (normalized) is 0.0847. The MHC is HLA-B40:01 with pseudo-sequence HLA-B40:01. The peptide sequence is CTELKLSDY. (8) The binding affinity (normalized) is 0.702. The peptide sequence is SGNRGSTSF. The MHC is HLA-B15:03 with pseudo-sequence HLA-B15:03. (9) The peptide sequence is LTKEEFTRY. The binding affinity (normalized) is 0.349. The MHC is HLA-A01:01 with pseudo-sequence HLA-A01:01.